Dataset: KCNQ2 potassium channel screen with 302,405 compounds. Task: Binary Classification. Given a drug SMILES string, predict its activity (active/inactive) in a high-throughput screening assay against a specified biological target. The drug is O(c1cc2c(CCNC(=O)c3ccc(OC)cc3)c[nH]c2cc1)C. The result is 0 (inactive).